Predict the reaction yield, written as a fraction of the theoretical maximum amount of product (1.0 means a 100% yield; for example, 0.34 means a 34% yield). From a dataset of Reaction yield outcomes from USPTO patents with 853,638 reactions. (1) The reactants are [N:1]1[CH:6]=[CH:5][N:4]=[CH:3][C:2]=1[C:7]([OH:9])=O.[B-](F)(F)(F)F.CCOC(C(C#N)=NOC(N(C)C)=[N+](C)C)=O.[NH2:32][CH2:33][C:34]1[CH:54]=[CH:53][C:37]([C:38]([NH:40][C:41]2[CH:42]=[C:43]3[C:48](=[CH:49][CH:50]=2)[N:47]=[C:46]([CH3:51])[CH:45]=[C:44]3[NH2:52])=[O:39])=[CH:36][CH:35]=1.C(N1CCOCC1)C. The catalyst is CN(C=O)C. The product is [NH2:52][C:44]1[C:43]2[C:48](=[CH:49][CH:50]=[C:41]([NH:40][C:38]([C:37]3[CH:53]=[CH:54][C:34]([CH2:33][NH:32][C:7]([C:2]4[CH:3]=[N:4][CH:5]=[CH:6][N:1]=4)=[O:9])=[CH:35][CH:36]=3)=[O:39])[CH:42]=2)[N:47]=[C:46]([CH3:51])[CH:45]=1. The yield is 0.710. (2) The reactants are Cl[C:2]1[N:6]([CH3:7])[N:5]=[CH:4][C:3]=1[N+:8]([O-:10])=[O:9].[N:11]1([CH2:17][CH2:18][OH:19])[CH2:16][CH2:15][NH:14][CH2:13][CH2:12]1. The yield is 0.950. The product is [CH3:7][N:6]1[C:2]([N:14]2[CH2:15][CH2:16][N:11]([CH2:17][CH2:18][OH:19])[CH2:12][CH2:13]2)=[C:3]([N+:8]([O-:10])=[O:9])[CH:4]=[N:5]1. No catalyst specified. (3) The reactants are [CH3:1][O:2][CH2:3][CH2:4][O:5][CH2:6][CH2:7][O:8][CH2:9][CH2:10][OH:11].[OH-].[Na+].Br[CH2:15][CH2:16][CH2:17][CH2:18][CH2:19][CH2:20][CH2:21][CH2:22][CH2:23][CH:24]=[CH2:25]. The catalyst is C(OCC)(=O)C. The product is [CH3:1][O:2][CH2:3][CH2:4][O:5][CH2:6][CH2:7][O:8][CH2:9][CH2:10][O:11][CH2:15][CH2:16][CH2:17][CH2:18][CH2:19][CH2:20][CH2:21][CH2:22][CH2:23][CH:24]=[CH2:25]. The yield is 0.560. (4) The reactants are [SH:1][C:2]([CH3:8])([CH3:7])[CH2:3][C:4]([OH:6])=[O:5].FC(F)(F)C(O)=O.[CH3:16][O:17][C:18]1[CH:25]=[C:24]([O:26][CH3:27])[CH:23]=[C:22]([O:28][CH3:29])[C:19]=1[CH2:20]O. The catalyst is C(Cl)Cl. The product is [CH3:7][C:2]([S:1][CH2:20][C:19]1[C:22]([O:28][CH3:29])=[CH:23][C:24]([O:26][CH3:27])=[CH:25][C:18]=1[O:17][CH3:16])([CH3:8])[CH2:3][C:4]([OH:6])=[O:5]. The yield is 0.700. (5) The reactants are Br[C:2]1[CH:3]=[C:4]([N:22]([CH2:29][CH3:30])[CH:23]2[CH2:28][CH2:27][O:26][CH2:25][CH2:24]2)[C:5]([CH3:21])=[C:6]([CH:20]=1)[C:7]([NH:9][CH2:10][C:11]1[C:12](=[O:19])[NH:13][C:14]([CH3:18])=[CH:15][C:16]=1[CH3:17])=[O:8].[CH:31]([C:33]1[CH:34]=[C:35](B(O)O)[CH:36]=[CH:37][CH:38]=1)=[O:32].C([O-])([O-])=O.[Na+].[Na+]. The catalyst is O1CCOCC1.O.C1C=CC([P]([Pd]([P](C2C=CC=CC=2)(C2C=CC=CC=2)C2C=CC=CC=2)([P](C2C=CC=CC=2)(C2C=CC=CC=2)C2C=CC=CC=2)[P](C2C=CC=CC=2)(C2C=CC=CC=2)C2C=CC=CC=2)(C2C=CC=CC=2)C2C=CC=CC=2)=CC=1. The product is [CH3:17][C:16]1[CH:15]=[C:14]([CH3:18])[NH:13][C:12](=[O:19])[C:11]=1[CH2:10][NH:9][C:7]([C:6]1[CH:20]=[C:2]([C:37]2[CH:36]=[CH:35][CH:34]=[C:33]([CH:31]=[O:32])[CH:38]=2)[CH:3]=[C:4]([N:22]([CH2:29][CH3:30])[CH:23]2[CH2:28][CH2:27][O:26][CH2:25][CH2:24]2)[C:5]=1[CH3:21])=[O:8]. The yield is 0.640. (6) The product is [F:19][C:20]1[CH:29]=[C:28]([I:30])[CH:27]=[CH:26][C:21]=1[NH:22][C:23]1[N:24]([CH3:25])[C:11](=[O:13])[C:7]2[CH2:8][CH2:9][CH2:10][C:6]=2[C:5]=1[C:4]([O:3][CH2:1][CH3:2])=[O:16]. The reactants are [CH2:1]([O:3][C:4](=[O:16])[CH2:5][C:6]1[CH2:10][CH2:9][CH2:8][C:7]=1[C:11]([O:13]CC)=O)[CH3:2].[H-].[Na+].[F:19][C:20]1[CH:29]=[C:28]([I:30])[CH:27]=[CH:26][C:21]=1[N:22]=[C:23]=[N:24][CH3:25]. The catalyst is C1COCC1. The yield is 0.200. (7) The reactants are [Cl:1][C:2]1[CH:3]=[C:4]([NH:9][CH2:10][C:11]([N:13]2[CH2:18][CH2:17][CH:16]([CH3:19])[CH:15]([NH:20]C(=O)OC(C)(C)C)[CH2:14]2)=[O:12])[CH:5]=[C:6]([Cl:8])[CH:7]=1.Cl. The catalyst is O1CCOCC1. The product is [NH2:20][CH:15]1[CH:16]([CH3:19])[CH2:17][CH2:18][N:13]([C:11](=[O:12])[CH2:10][NH:9][C:4]2[CH:5]=[C:6]([Cl:8])[CH:7]=[C:2]([Cl:1])[CH:3]=2)[CH2:14]1. The yield is 0.870. (8) The reactants are I[C:2]1[CH:7]=[CH:6][C:5]([O:8][CH3:9])=[CH:4][C:3]=1[OH:10].[CH3:11][CH:12]([CH3:15])[C:13]#[CH:14]. No catalyst specified. The product is [CH3:9][O:8][C:5]1[CH:6]=[CH:7][C:2]2[CH:14]=[C:13]([CH:12]([CH3:15])[CH3:11])[O:10][C:3]=2[CH:4]=1. The yield is 0.380.